Binary Classification. Given a T-cell receptor sequence (or CDR3 region) and an epitope sequence, predict whether binding occurs between them. From a dataset of TCR-epitope binding with 47,182 pairs between 192 epitopes and 23,139 TCRs. (1) The epitope is GPGHKARVL. The TCR CDR3 sequence is CASSLPDRAGEKLFF. Result: 0 (the TCR does not bind to the epitope). (2) The epitope is MPASWVMRI. The TCR CDR3 sequence is CASSLEGFNVLTF. Result: 1 (the TCR binds to the epitope). (3) The epitope is KLVALGINAV. The TCR CDR3 sequence is CASSQVVAYPLIAEAFF. Result: 0 (the TCR does not bind to the epitope). (4) The epitope is HLVDFQVTI. The TCR CDR3 sequence is CASSQELPAFF. Result: 0 (the TCR does not bind to the epitope). (5) The epitope is EHPTFTSQYRIQGKL. The TCR CDR3 sequence is CASTLKGSRETQYF. Result: 1 (the TCR binds to the epitope).